This data is from Full USPTO retrosynthesis dataset with 1.9M reactions from patents (1976-2016). The task is: Predict the reactants needed to synthesize the given product. (1) Given the product [Cl:16][C:5]1[CH:4]=[CH:3][C:2](/[CH:21]=[CH:20]/[CH:17]2[CH2:19][CH2:18]2)=[CH:7][C:6]=1[NH:8][C:9](=[O:15])[O:10][C:11]([CH3:14])([CH3:13])[CH3:12], predict the reactants needed to synthesize it. The reactants are: Br[C:2]1[CH:3]=[CH:4][C:5]([Cl:16])=[C:6]([NH:8][C:9](=[O:15])[O:10][C:11]([CH3:14])([CH3:13])[CH3:12])[CH:7]=1.[CH:17]1(/[CH:20]=[CH:21]/B2OC(C)(C)C(C)(C)O2)[CH2:19][CH2:18]1.C(=O)([O-])[O-].[K+].[K+]. (2) Given the product [F:1][C:2]1[C:10]([I:11])=[C:9]([CH3:12])[CH:8]=[CH:7][C:3]=1[C:4](=[N:5][OH:6])[Cl:13], predict the reactants needed to synthesize it. The reactants are: [F:1][C:2]1[C:10]([I:11])=[C:9]([CH3:12])[CH:8]=[CH:7][C:3]=1[CH:4]=[N:5][OH:6].[Cl:13]N1C(=O)CCC1=O.O. (3) Given the product [O:19]=[C:18]1[N:14]([C:3]2[CH:4]=[CH:5][C:6]([N:7]3[CH2:8][CH2:9][O:10][CH2:11][C:12]3=[O:13])=[CH:1][CH:2]=2)[CH2:15][C@H:16]([CH2:20][N:21]2[C:41](=[O:42])[C:40]3[C:24](=[CH:25][CH:26]=[CH:27][CH:39]=3)[C:22]2=[O:23])[O:17]1, predict the reactants needed to synthesize it. The reactants are: [CH:1]1[C:6]([N:7]2[C:12](=[O:13])[CH2:11][O:10][CH2:9][CH2:8]2)=[CH:5][CH:4]=[C:3]([N:14]2[C:18](=[O:19])[O:17][C@@H:16]([CH2:20][NH:21][C:22]([C:24]3S[C:27](Cl)=[CH:26][CH:25]=3)=[O:23])[CH2:15]2)[CH:2]=1.O[C@H](CNC1C=CC(N2CCOCC2=O)=CC=1)CN1[C:41](=[O:42])[C:40]2[C:40](=[CH:39]C=C[CH:39]=2)[C:41]1=[O:42].NC1C=CC(N2CCOCC2=O)=CC=1.O1C[C@@H]1CN1C(=O)C2C(=CC=CC=2)C1=O. (4) Given the product [CH3:12][S:13]([CH2:7][C:6]1[CH:9]=[CH:10][CH:11]=[C:4]([N+:1]([O-:3])=[O:2])[CH:5]=1)(=[O:15])=[O:14], predict the reactants needed to synthesize it. The reactants are: [N+:1]([C:4]1[CH:5]=[C:6]([CH:9]=[CH:10][CH:11]=1)[CH2:7]Cl)([O-:3])=[O:2].[CH3:12][S:13]([O-:15])=[O:14].[Na+]. (5) Given the product [Cl:1][C:2]1[C:3]([F:39])=[C:4]([C@@H:8]2[C@:12]([C:15]3[CH:20]=[CH:19][C:18]([Cl:21])=[CH:17][C:16]=3[F:22])([C:13]#[N:14])[C@H:11]([CH2:23][C:24]([CH3:27])([CH3:25])[CH3:26])[NH:10][C@H:9]2[C:28]([NH:30][C:31]2[O:35][C:34]([C:36]([NH2:44])=[O:37])=[CH:33][CH:32]=2)=[O:29])[CH:5]=[CH:6][CH:7]=1, predict the reactants needed to synthesize it. The reactants are: [Cl:1][C:2]1[C:3]([F:39])=[C:4]([C@@H:8]2[C@:12]([C:15]3[CH:20]=[CH:19][C:18]([Cl:21])=[CH:17][C:16]=3[F:22])([C:13]#[N:14])[C@H:11]([CH2:23][C:24]([CH3:27])([CH3:26])[CH3:25])[NH:10][C@H:9]2[C:28]([NH:30][C:31]2[O:35][C:34]([C:36](O)=[O:37])=[CH:33][CH:32]=2)=[O:29])[CH:5]=[CH:6][CH:7]=1.[NH4+].[Cl-].CC[N:44]=C=NCCCN(C)C.C1C=CC2N(O)N=NC=2C=1.CCN(CC)CC. (6) Given the product [Si:14]([O:13][CH2:12][C:9]1[CH:8]=[CH:7][C:6]([CH2:5][O:4][CH2:1][CH:2]=[CH:3][CH2:1][O:4][CH2:5][C:6]2[CH:11]=[CH:10][C:9]([CH2:12][O:13][Si:14]([C:17]([CH3:20])([CH3:19])[CH3:18])([CH3:16])[CH3:15])=[CH:8][CH:7]=2)=[CH:11][CH:10]=1)([C:17]([CH3:20])([CH3:19])[CH3:18])([CH3:15])[CH3:16], predict the reactants needed to synthesize it. The reactants are: [CH2:1]([O:4][CH2:5][C:6]1[CH:11]=[CH:10][C:9]([CH2:12][O:13][Si:14]([C:17]([CH3:20])([CH3:19])[CH3:18])([CH3:16])[CH3:15])=[CH:8][CH:7]=1)[CH:2]=[CH2:3].